From a dataset of Forward reaction prediction with 1.9M reactions from USPTO patents (1976-2016). Predict the product of the given reaction. (1) Given the reactants Cl.[CH3:2][N:3]1[CH2:8][CH2:7][CH2:6][CH:5]([C:9]([OH:11])=O)[CH2:4]1.[NH2:12][C:13]1[CH:21]=[CH:20][CH:19]=[C:18]2[C:14]=1[C:15]([C:26]([N:28]1[CH2:33][CH2:32][CH:31]([C:34]3[CH:35]=[C:36]([CH:45]=[CH:46][C:47]=3[F:48])[CH2:37][NH:38][C:39](=[O:44])[C:40]([F:43])([F:42])[F:41])[CH2:30][CH2:29]1)=[O:27])=[CH:16][N:17]2[CH2:22][CH2:23][O:24][CH3:25], predict the reaction product. The product is: [F:48][C:47]1[CH:46]=[CH:45][C:36]([CH2:37][NH:38][C:39](=[O:44])[C:40]([F:43])([F:42])[F:41])=[CH:35][C:34]=1[CH:31]1[CH2:30][CH2:29][N:28]([C:26]([C:15]2[C:14]3[C:18](=[CH:19][CH:20]=[CH:21][C:13]=3[NH:12][C:9]([CH:5]3[CH2:6][CH2:7][CH2:8][N:3]([CH3:2])[CH2:4]3)=[O:11])[N:17]([CH2:22][CH2:23][O:24][CH3:25])[CH:16]=2)=[O:27])[CH2:33][CH2:32]1. (2) Given the reactants [C:1]1([C:12]2[CH:17]=[CH:16][CH:15]=[CH:14][CH:13]=2)[CH:6]=[CH:5][C:4]([CH2:7][CH2:8][C:9]([OH:11])=[O:10])=[CH:3][CH:2]=1.C([O-])([O-])=O.[K+].[K+].[CH:24]1[CH:29]=[CH:28][C:27]([CH2:30]Br)=[CH:26][CH:25]=1, predict the reaction product. The product is: [C:1]1([C:12]2[CH:13]=[CH:14][CH:15]=[CH:16][CH:17]=2)[CH:6]=[CH:5][C:4]([CH2:7][CH2:8][C:9]([O:11][CH2:30][C:27]2[CH:28]=[CH:29][CH:24]=[CH:25][CH:26]=2)=[O:10])=[CH:3][CH:2]=1. (3) Given the reactants [I:1]Cl.[C:3]1([S:9]([C:12]2[CH:17]=[CH:16][C:15]([NH2:18])=[CH:14][CH:13]=2)(=[O:11])=[O:10])[CH:8]=[CH:7][CH:6]=[CH:5][CH:4]=1.C(=O)([O-])[O-].[Ca+2], predict the reaction product. The product is: [I:1][C:14]1[CH:13]=[C:12]([S:9]([C:3]2[CH:8]=[CH:7][CH:6]=[CH:5][CH:4]=2)(=[O:10])=[O:11])[CH:17]=[CH:16][C:15]=1[NH2:18]. (4) Given the reactants [NH2:1][C:2]1[CH:10]=[CH:9][CH:8]=[C:7]2[C:3]=1[C:4](=[O:20])[N:5]([CH:12]1[CH2:17][CH2:16][C:15](=[O:18])[NH:14][C:13]1=[O:19])[C:6]2=[O:11].[CH3:21][O:22][C:23]1[CH:31]=[CH:30][CH:29]=[CH:28][C:24]=1[C:25](Cl)=[O:26].CO, predict the reaction product. The product is: [O:19]=[C:13]1[CH:12]([N:5]2[C:4](=[O:20])[C:3]3[C:7](=[CH:8][CH:9]=[CH:10][C:2]=3[NH:1][C:25](=[O:26])[C:24]3[CH:28]=[CH:29][CH:30]=[CH:31][C:23]=3[O:22][CH3:21])[C:6]2=[O:11])[CH2:17][CH2:16][C:15](=[O:18])[NH:14]1. (5) Given the reactants [CH3:1][C:2]1[CH:3]=[CH:4][CH:5]=[C:6]2[C:11]=1[N:10]=[N:9][C:8]([C:12]1[CH:17]=[CH:16][CH:15]=[CH:14][CH:13]=1)=[C:7]2[C:18]1[CH:19]=[C:20]([NH2:24])[CH:21]=[CH:22][CH:23]=1.[CH3:25][O:26][C:27](=[O:37])[CH2:28][C:29]1[CH:34]=[CH:33][C:32]([CH:35]=O)=[CH:31][CH:30]=1.[BH-](OC(C)=O)(OC(C)=O)OC(C)=O.[Na+].C(O)(=O)C, predict the reaction product. The product is: [CH3:25][O:26][C:27](=[O:37])[CH2:28][C:29]1[CH:30]=[CH:31][C:32]([CH2:35][NH:24][C:20]2[CH:21]=[CH:22][CH:23]=[C:18]([C:7]3[C:6]4[C:11](=[C:2]([CH3:1])[CH:3]=[CH:4][CH:5]=4)[N:10]=[N:9][C:8]=3[C:12]3[CH:13]=[CH:14][CH:15]=[CH:16][CH:17]=3)[CH:19]=2)=[CH:33][CH:34]=1. (6) The product is: [Cl:1][C:2]1[C:7]([CH3:8])=[C:6]([C:9]2[CH:10]=[N:11][N:12]([CH:14]([O:16][CH2:17][CH3:18])[CH3:15])[CH:13]=2)[C:5]([C:19]2[CH:24]=[CH:23][CH:22]=[C:21]([F:25])[CH:20]=2)=[C:4]([CH:26]([NH2:35])[CH3:27])[CH:3]=1. Given the reactants [Cl:1][C:2]1[C:7]([CH3:8])=[C:6]([C:9]2[CH:10]=[N:11][N:12]([CH:14]([O:16][CH2:17][CH3:18])[CH3:15])[CH:13]=2)[C:5]([C:19]2[CH:24]=[CH:23][CH:22]=[C:21]([F:25])[CH:20]=2)=[C:4]([C:26](=O)[CH3:27])[CH:3]=1.C([O-])(=O)C.[NH4+].C([BH3-])#[N:35].[Na+].O1CCCC1, predict the reaction product.